From a dataset of Forward reaction prediction with 1.9M reactions from USPTO patents (1976-2016). Predict the product of the given reaction. (1) Given the reactants C([O:3][C:4]([C:6]1[C:7]([N:23]2[CH2:28][CH2:27][C:26]([F:30])([F:29])[CH2:25][CH2:24]2)=[N:8][C:9]2[C:14]([C:15]=1[C:16]1[CH:21]=[CH:20][CH:19]=[CH:18][CH:17]=1)=[CH:13][C:12]([Cl:22])=[CH:11][CH:10]=2)=[O:5])C.[OH-].[Na+], predict the reaction product. The product is: [Cl:22][C:12]1[CH:13]=[C:14]2[C:9](=[CH:10][CH:11]=1)[N:8]=[C:7]([N:23]1[CH2:28][CH2:27][C:26]([F:30])([F:29])[CH2:25][CH2:24]1)[C:6]([C:4]([OH:5])=[O:3])=[C:15]2[C:16]1[CH:21]=[CH:20][CH:19]=[CH:18][CH:17]=1. (2) Given the reactants [CH2:1]([O:3][C:4]([CH2:6][N:7]1[C:15]2[N:14]=[C:13]([N:16]3[CH2:21][CH2:20][N:19](C(OC(C)(C)C)=O)[CH2:18][CH2:17]3)[N:12]([C:29]3[CH:34]=[CH:33][CH:32]=[CH:31][C:30]=3[CH:35]=[CH2:36])[C:11]=2[C:10](=[O:37])[N:9]([CH3:38])[C:8]1=[O:39])=[O:5])[CH3:2], predict the reaction product. The product is: [CH2:1]([O:3][C:4](=[O:5])[CH2:6][N:7]1[C:15]2[N:14]=[C:13]([N:16]3[CH2:17][CH2:18][NH:19][CH2:20][CH2:21]3)[N:12]([C:29]3[CH:34]=[CH:33][CH:32]=[CH:31][C:30]=3[CH:35]=[CH2:36])[C:11]=2[C:10](=[O:37])[N:9]([CH3:38])[C:8]1=[O:39])[CH3:2]. (3) Given the reactants [Cl:1][C:2]1[N:10]=[C:9]2[C:5]([N:6]([CH2:21][C:22]3[CH:27]=[CH:26][C:25]([Cl:28])=[CH:24][CH:23]=3)[C:7]([C:11]3[CH:16]=[C:15]([CH3:17])[CH:14]=[CH:13][C:12]=3[O:18][CH2:19][CH3:20])=[N:8]2)=[C:4](Cl)[N:3]=1.[CH:30]1([C@H:34]([NH2:36])[CH3:35])[CH2:33][CH2:32][CH2:31]1, predict the reaction product. The product is: [Cl:1][C:2]1[N:10]=[C:9]2[C:5]([N:6]([CH2:21][C:22]3[CH:23]=[CH:24][C:25]([Cl:28])=[CH:26][CH:27]=3)[C:7]([C:11]3[CH:16]=[C:15]([CH3:17])[CH:14]=[CH:13][C:12]=3[O:18][CH2:19][CH3:20])=[N:8]2)=[C:4]([NH:36][C@@H:34]([CH:30]2[CH2:33][CH2:32][CH2:31]2)[CH3:35])[N:3]=1. (4) Given the reactants [H-].[Na+].[CH3:3][C:4]1[CH:9]=[CH:8][C:7]([S:10]([O:13][C:14]2[C:23]3[C:18](=[CH:19][CH:20]=[CH:21][CH:22]=3)[C:17](=[O:24])[NH:16][N:15]=2)(=[O:12])=[O:11])=[CH:6][CH:5]=1.Br[CH2:26][C:27]([N:29]([CH2:38][CH3:39])[C:30]1[CH:35]=[CH:34][C:33]([CH2:36][CH3:37])=[CH:32][CH:31]=1)=[O:28].[Na+].[I-], predict the reaction product. The product is: [CH3:3][C:4]1[CH:9]=[CH:8][C:7]([S:10]([O:13][C:14]2[C:23]3[C:18](=[CH:19][CH:20]=[CH:21][CH:22]=3)[C:17](=[O:24])[N:16]([CH2:26][C:27]([N:29]([CH2:38][CH3:39])[C:30]3[CH:35]=[CH:34][C:33]([CH2:36][CH3:37])=[CH:32][CH:31]=3)=[O:28])[N:15]=2)(=[O:12])=[O:11])=[CH:6][CH:5]=1. (5) Given the reactants [C:1]([O:5][C@@H:6]([C:12]1[C:21]([CH3:22])=[CH:20][C:19]2[C:14](=[CH:15][CH:16]=[C:17]([C:23]#[N:24])[CH:18]=2)[C:13]=1[O:25][S:26]([C:29]([F:32])([F:31])[F:30])(=[O:28])=[O:27])[C:7]([O:9][CH2:10][CH3:11])=[O:8])([CH3:4])([CH3:3])[CH3:2].[C:33](OC(CC)(C)C)(=O)C, predict the reaction product. The product is: [C:23]([C:17]1[CH:18]=[C:19]2[C:14](=[CH:15][CH:16]=1)[C:13]([O:25][S:26]([C:29]([F:32])([F:30])[F:31])(=[O:27])=[O:28])=[C:12]([C@H:6]([O:5][C:1]([CH2:2][CH3:33])([CH3:3])[CH3:4])[C:7]([O:9][CH2:10][CH3:11])=[O:8])[C:21]([CH3:22])=[CH:20]2)#[N:24]. (6) The product is: [CH3:27][Si:24]([CH3:25])([CH3:26])[CH2:23][CH2:22][O:21][CH2:20][O:19][CH2:18][C:16]1[N:17]=[C:13]([C:11]2[O:28][CH:8]=[N:9][N:10]=2)[S:14][CH:15]=1. Given the reactants CC(C)(C[C:8](=[O:28])[NH:9][NH:10][C:11]([C:13]1[S:14][CH:15]=[C:16]([CH2:18][O:19][CH2:20][O:21][CH2:22][CH2:23][Si:24]([CH3:27])([CH3:26])[CH3:25])[N:17]=1)=O)C(OC)=O.C(OC(OCC)OCC)C, predict the reaction product. (7) The product is: [F:2][C:3]1[CH:20]=[CH:19][CH:18]=[CH:17][C:4]=1[O:5][C:6]1[N:10]=[C:9]([C@H:11]2[CH2:16][CH2:15][CH2:14][N:13]([C:26]([C:25]3[CH:24]=[N:23][C:22]([F:21])=[CH:30][CH:29]=3)=[O:27])[CH2:12]2)[O:8][N:7]=1. Given the reactants Cl.[F:2][C:3]1[CH:20]=[CH:19][CH:18]=[CH:17][C:4]=1[O:5][C:6]1[N:10]=[C:9]([C@H:11]2[CH2:16][CH2:15][CH2:14][NH:13][CH2:12]2)[O:8][N:7]=1.[F:21][C:22]1[CH:30]=[CH:29][C:25]([C:26](O)=[O:27])=[CH:24][N:23]=1, predict the reaction product.